Dataset: Reaction yield outcomes from USPTO patents with 853,638 reactions. Task: Predict the reaction yield, written as a fraction of the theoretical maximum amount of product (1.0 means a 100% yield; for example, 0.34 means a 34% yield). (1) The reactants are [NH2:1][C:2]1[C:3](=[O:20])[N:4]([CH2:11][C:12]2[CH:17]=[CH:16][C:15]([O:18][CH3:19])=[CH:14][CH:13]=2)[C:5](=[O:10])[N:6]([CH3:9])[C:7]=1[NH2:8].[F:21][C:22]([F:37])([F:36])[O:23][C:24]1[CH:25]=[C:26]([CH:33]=[CH:34][CH:35]=1)[O:27][CH2:28][CH2:29][C:30](O)=O.CCN=C=NCCCN(C)C.[CH2:49]([OH:51])C. The catalyst is O. The product is [NH2:8][C:7]1[N:6]([CH3:9])[C:5](=[O:10])[N:4]([CH2:11][C:12]2[CH:17]=[CH:16][C:15]([O:18][CH3:19])=[CH:14][CH:13]=2)[C:3](=[O:20])[C:2]=1[NH:1][C:49](=[O:51])[CH2:30][CH2:29][CH2:28][O:27][C:26]1[CH:33]=[CH:34][CH:35]=[C:24]([O:23][C:22]([F:37])([F:36])[F:21])[CH:25]=1. The yield is 0.793. (2) The reactants are CN1CCOCC1.C(Cl)(=O)OCC(C)C.[C:16]([NH:23][C@H:24]([C:33](O)=[O:34])[CH2:25][CH2:26][C:27]1[CH:32]=[CH:31][CH:30]=[CH:29][CH:28]=1)([O:18][C:19]([CH3:22])([CH3:21])[CH3:20])=[O:17].[BH4-].[Na+]. The catalyst is C(COC)OC.O. The product is [C:19]([O:18][C:16]([NH:23][C@H:24]([CH2:33][OH:34])[CH2:25][CH2:26][C:27]1[CH:32]=[CH:31][CH:30]=[CH:29][CH:28]=1)=[O:17])([CH3:22])([CH3:21])[CH3:20]. The yield is 0.790. (3) The reactants are Cl.[N+:2]([C:5]1[CH:6]=[C:7]([CH2:11][CH2:12][NH2:13])[CH:8]=[CH:9][CH:10]=1)([O-:4])=[O:3].[Cl:14][C:15]1[N:20]=[C:19]([NH:21][C:22]2[CH:23]=[CH:24][C:25]3[O:30][C:29]([CH3:34])([C:31](O)=[O:32])[C:28](=[O:35])[NH:27][C:26]=3[CH:36]=2)[C:18]([F:37])=[CH:17][N:16]=1.C(N(C(C)C)C(C)C)C. The catalyst is CN(C=O)C.C(OCC)(=O)C. The product is [Cl:14][C:15]1[N:20]=[C:19]([NH:21][C:22]2[CH:23]=[CH:24][C:25]3[O:30][C:29]([CH3:34])([C:31]([NH:13][CH2:12][CH2:11][C:7]4[CH:8]=[CH:9][CH:10]=[C:5]([N+:2]([O-:4])=[O:3])[CH:6]=4)=[O:32])[C:28](=[O:35])[NH:27][C:26]=3[CH:36]=2)[C:18]([F:37])=[CH:17][N:16]=1. The yield is 0.916. (4) The reactants are C([O:3][C:4](=O)[CH2:5][C:6]1[C:10]2[CH:11]=[C:12]([CH2:15][N:16]([CH3:18])[CH3:17])[CH:13]=[CH:14][C:9]=2[O:8][C:7]=1[CH3:19])C.[NH3:21]. The catalyst is CO. The product is [CH3:17][N:16]([CH2:15][C:12]1[CH:13]=[CH:14][C:9]2[O:8][C:7]([CH3:19])=[C:6]([CH2:5][C:4]([NH2:21])=[O:3])[C:10]=2[CH:11]=1)[CH3:18]. The yield is 0.900. (5) The reactants are [CH3:1][O:2][C:3]1[N:8]=[C:7]2[CH:9]=[N:10][NH:11][C:6]2=[CH:5][CH:4]=1.[OH-].[K+].[I:14]I. The catalyst is CN(C)C=O. The product is [I:14][C:9]1[C:7]2=[N:8][C:3]([O:2][CH3:1])=[CH:4][CH:5]=[C:6]2[NH:11][N:10]=1. The yield is 0.950. (6) The reactants are [Cl:1][C:2]1[CH:10]=[CH:9][C:8]([O:11][CH3:12])=[CH:7][C:3]=1[C:4]([OH:6])=O.ClC1N=C(OC)N=C(OC)N=1.CN1CCOCC1.[N:31]1([CH2:36][CH2:37][NH:38][C:39]([C:41]2[CH:46]=[CH:45][C:44]([NH:47][C:48]3[N:53]=[CH:52][C:51]([NH2:54])=[CH:50][N:49]=3)=[CH:43][N:42]=2)=[O:40])[CH2:35][CH2:34][CH2:33][CH2:32]1. The catalyst is C(Cl)Cl.C(OCC)(=O)C.CN(C=O)C. The product is [N:31]1([CH2:36][CH2:37][NH:38][C:39]([C:41]2[CH:46]=[CH:45][C:44]([NH:47][C:48]3[N:49]=[CH:50][C:51]([NH:54][C:4](=[O:6])[C:3]4[CH:7]=[C:8]([O:11][CH3:12])[CH:9]=[CH:10][C:2]=4[Cl:1])=[CH:52][N:53]=3)=[CH:43][N:42]=2)=[O:40])[CH2:35][CH2:34][CH2:33][CH2:32]1. The yield is 0.830. (7) The reactants are [H-].[Na+].[Si:3]([O:10][CH2:11][CH2:12][CH2:13][NH:14][C:15]1[C:20]([F:21])=[CH:19][N:18]=[C:17]([Cl:22])[N:16]=1)([C:6]([CH3:9])([CH3:8])[CH3:7])([CH3:5])[CH3:4].[CH3:23]I. The catalyst is CN(C=O)C. The product is [Si:3]([O:10][CH2:11][CH2:12][CH2:13][N:14]([CH3:23])[C:15]1[C:20]([F:21])=[CH:19][N:18]=[C:17]([Cl:22])[N:16]=1)([C:6]([CH3:9])([CH3:7])[CH3:8])([CH3:5])[CH3:4]. The yield is 0.990. (8) The product is [N+:30]([C:26]1[CH:25]=[C:24]([NH:8][C:9]2[CH:14]=[CH:13][N:12]=[C:11]([C:15]3[NH:19][CH:18]=[C:17]([C:20]([O:22][CH3:23])=[O:21])[CH:16]=3)[CH:10]=2)[CH:29]=[CH:28][CH:27]=1)([O-:32])=[O:31]. The reactants are C(OC([N:8]([C:24]1[CH:29]=[CH:28][CH:27]=[C:26]([N+:30]([O-:32])=[O:31])[CH:25]=1)[C:9]1[CH:14]=[CH:13][N:12]=[C:11]([C:15]2[NH:19][CH:18]=[C:17]([C:20]([O:22][CH3:23])=[O:21])[CH:16]=2)[CH:10]=1)=O)(C)(C)C. The catalyst is C1(C)C=CC=CC=1. The yield is 0.490.